From a dataset of Forward reaction prediction with 1.9M reactions from USPTO patents (1976-2016). Predict the product of the given reaction. (1) The product is: [F:21][C:2]([F:1])([F:20])[C:3]([N:5]1[CH2:11][CH:10]2[CH2:12][CH:7]([CH2:8][NH:9]2)[CH2:6]1)=[O:4]. Given the reactants [F:1][C:2]([F:21])([F:20])[C:3]([N:5]1[CH2:11][CH:10]2[CH2:12][CH:7]([CH2:8][N:9]2C(OC(C)(C)C)=O)[CH2:6]1)=[O:4], predict the reaction product. (2) Given the reactants Cl[C:2]1[N:7]=[C:6]([C:8]2[CH:12]=[CH:11][O:10][C:9]=2[CH3:13])[CH:5]=[CH:4][N:3]=1.[CH3:14][C@H:15]1[O:20][C@@H:19]([CH3:21])[CH2:18][NH:17][CH2:16]1.C(=O)([O-])[O-].[K+].[K+], predict the reaction product. The product is: [CH3:21][C@H:19]1[O:20][C@@H:15]([CH3:14])[CH2:16][N:17]([C:2]2[N:7]=[C:6]([C:8]3[CH:12]=[CH:11][O:10][C:9]=3[CH3:13])[CH:5]=[CH:4][N:3]=2)[CH2:18]1. (3) Given the reactants [NH:1]1[CH2:5][CH2:4][CH2:3][CH2:2]1.CS(O[CH2:11][C:12]1[CH:13]=[N:14][C:15]([C:18]([O:20]CC)=[CH2:19])=[N:16][CH:17]=1)(=O)=O, predict the reaction product. The product is: [N:1]1([CH2:11][C:12]2[CH:13]=[N:14][C:15]([C:18](=[O:20])[CH3:19])=[N:16][CH:17]=2)[CH2:5][CH2:4][CH2:3][CH2:2]1. (4) Given the reactants [Cl:1][C:2]1[CH:7]=[C:6]([NH:8][C:9]2[C:18]3[C:13](=[CH:14][CH:15]=[CH:16][C:17]=3F)[N:12]=[CH:11][N:10]=2)[CH:5]=[CH:4][C:3]=1[OH:20].[NH2:21][C@H:22]([CH3:25])[CH2:23][OH:24], predict the reaction product. The product is: [NH2:21][C@H:22]([CH3:25])[CH2:23][O:24][C:17]1[CH:16]=[CH:15][CH:14]=[C:13]2[C:18]=1[C:9]([NH:8][C:6]1[CH:5]=[CH:4][C:3]([OH:20])=[C:2]([Cl:1])[CH:7]=1)=[N:10][CH:11]=[N:12]2. (5) Given the reactants [CH3:1][O:2][C:3](=[O:21])[C:4]1[CH:9]=[CH:8][CH:7]=[C:6]([CH2:10][CH2:11][CH2:12][NH:13]C(OC(C)(C)C)=O)[CH:5]=1.[ClH:22], predict the reaction product. The product is: [ClH:22].[CH3:1][O:2][C:3](=[O:21])[C:4]1[CH:9]=[CH:8][CH:7]=[C:6]([CH2:10][CH2:11][CH2:12][NH2:13])[CH:5]=1. (6) Given the reactants [OH:1][C:2]1[CH:3]=[N:4][CH:5]=[CH:6][CH:7]=1.C([O-])([O-])=O.[K+].[K+].F[C:15]1[CH:24]=[CH:23][C:18]([C:19]([O:21][CH3:22])=[O:20])=[CH:17][CH:16]=1.O, predict the reaction product. The product is: [N:4]1[CH:5]=[CH:6][CH:7]=[C:2]([O:1][C:15]2[CH:24]=[CH:23][C:18]([C:19]([O:21][CH3:22])=[O:20])=[CH:17][CH:16]=2)[CH:3]=1. (7) Given the reactants [CH3:1][C:2]1[CH:7]=[CH:6][C:5]([C:8]2[O:12][N:11]=[CH:10][C:9]=2[C:13](OCC)=O)=[CH:4][CH:3]=1.[H-].C([Al+]CC(C)C)C(C)C.[ClH:28], predict the reaction product. The product is: [Cl:28][CH2:13][C:9]1[CH:10]=[N:11][O:12][C:8]=1[C:5]1[CH:6]=[CH:7][C:2]([CH3:1])=[CH:3][CH:4]=1. (8) Given the reactants [Br:1][C:2]1[CH:3]=[N:4][CH:5]=[C:6]([OH:8])[CH:7]=1.C(=O)([O-])[O-].[K+].[K+].[CH3:15][O:16][CH2:17][CH2:18]Br, predict the reaction product. The product is: [Br:1][C:2]1[CH:3]=[N:4][CH:5]=[C:6]([O:8][CH2:18][CH2:17][O:16][CH3:15])[CH:7]=1. (9) Given the reactants C([O:3][C:4]([CH:6]1[CH2:15][CH2:14][C:9]2([O:13][CH2:12][CH2:11][O:10]2)[CH2:8][CH2:7]1)=O)C.[H-].[Al+3].[Li+].[H-].[H-].[H-], predict the reaction product. The product is: [O:10]1[C:9]2([CH2:14][CH2:15][CH:6]([CH2:4][OH:3])[CH2:7][CH2:8]2)[O:13][CH2:12][CH2:11]1.